Dataset: Forward reaction prediction with 1.9M reactions from USPTO patents (1976-2016). Task: Predict the product of the given reaction. The product is: [CH2:12]([N:19]1[C:24]([CH3:25])=[CH:23][C:22]([O:26][CH2:4][CH2:5][CH3:6])=[C:21]([CH2:27][C:28]2[CH:29]=[CH:30][C:31]([C:34]3[C:35]([C:40]#[N:41])=[CH:36][CH:37]=[CH:38][CH:39]=3)=[CH:32][CH:33]=2)[C:20]1=[O:42])[C:13]1[CH:14]=[CH:15][CH:16]=[CH:17][CH:18]=1. Given the reactants [H-].[Na+].I[CH2:4][CH2:5][CH3:6].CN(C)C=O.[CH2:12]([N:19]1[C:24]([CH3:25])=[CH:23][C:22]([OH:26])=[C:21]([CH2:27][C:28]2[CH:33]=[CH:32][C:31]([C:34]3[C:35]([C:40]#[N:41])=[CH:36][CH:37]=[CH:38][CH:39]=3)=[CH:30][CH:29]=2)[C:20]1=[O:42])[C:13]1[CH:18]=[CH:17][CH:16]=[CH:15][CH:14]=1, predict the reaction product.